This data is from Forward reaction prediction with 1.9M reactions from USPTO patents (1976-2016). The task is: Predict the product of the given reaction. Given the reactants C1(C2C(O[C@@H]3CCCNC3)=CC(F)=C(C=2)C(OC)=O)CC1.[CH:22]1([C:25]2[C:26]([O:36][CH2:37][C@@H:38]3[CH2:43][CH2:42][CH2:41][NH:40][CH2:39]3)=[CH:27][C:28]([F:35])=[C:29]([CH:34]=2)[C:30]([O:32][CH3:33])=[O:31])[CH2:24][CH2:23]1.[Cl:44][C:45]1[CH:50]=[C:49]([CH2:51]Cl)[CH:48]=[C:47]([Cl:53])[CH:46]=1, predict the reaction product. The product is: [CH:22]1([C:25]2[C:26]([O:36][CH2:37][C@@H:38]3[CH2:43][CH2:42][CH2:41][N:40]([CH2:51][C:49]4[CH:50]=[C:45]([Cl:44])[CH:46]=[C:47]([Cl:53])[CH:48]=4)[CH2:39]3)=[CH:27][C:28]([F:35])=[C:29]([CH:34]=2)[C:30]([O:32][CH3:33])=[O:31])[CH2:24][CH2:23]1.